Dataset: Full USPTO retrosynthesis dataset with 1.9M reactions from patents (1976-2016). Task: Predict the reactants needed to synthesize the given product. (1) Given the product [Cl:8][C:6]1[C:5]([C:10]([F:21])([F:20])[F:9])=[CH:4][N:3]=[C:2]([NH:15][CH2:14][C:13]2[CH:16]=[CH:17][CH:18]=[CH:19][C:12]=2[O:11][C:10]([F:20])([F:21])[F:9])[N:7]=1, predict the reactants needed to synthesize it. The reactants are: Cl[C:2]1[N:7]=[C:6]([Cl:8])[CH:5]=[CH:4][N:3]=1.[F:9][C:10]([F:21])([F:20])[O:11][C:12]1[CH:19]=[CH:18][CH:17]=[CH:16][C:13]=1[CH2:14][NH2:15].CCN(C(C)C)C(C)C. (2) Given the product [CH2:1]([O:3][C:4]([C:6]1[C:7]([C:14]2[CH:15]=[N:16][CH:17]=[N:18][CH:19]=2)=[N:8][N:9]([C:25]2[CH:26]=[CH:27][CH:28]=[C:23]([O:22][C:21]([F:20])([F:32])[F:33])[CH:24]=2)[C:10]=1[CH:11]1[CH2:13][CH2:12]1)=[O:5])[CH3:2], predict the reactants needed to synthesize it. The reactants are: [CH2:1]([O:3][C:4]([C:6]1[C:7]([C:14]2[CH:15]=[N:16][CH:17]=[N:18][CH:19]=2)=[N:8][NH:9][C:10]=1[CH:11]1[CH2:13][CH2:12]1)=[O:5])[CH3:2].[F:20][C:21]([F:33])([F:32])[O:22][C:23]1[CH:24]=[C:25](B(O)O)[CH:26]=[CH:27][CH:28]=1. (3) Given the product [Cl:1][C:2]1[C:3]([I:12])=[CH:4][C:5]([N+:9]([O-:11])=[O:10])=[C:6]([CH:8]=1)[NH2:7], predict the reactants needed to synthesize it. The reactants are: [Cl:1][C:2]1[CH:3]=[CH:4][C:5]([N+:9]([O-:11])=[O:10])=[C:6]([CH:8]=1)[NH2:7].[I:12]N1C(=O)CCC1=O.